Dataset: Full USPTO retrosynthesis dataset with 1.9M reactions from patents (1976-2016). Task: Predict the reactants needed to synthesize the given product. (1) Given the product [Cl:42][C:39]1[CH:40]=[CH:41][C:36]([C:17]2[CH:16]=[CH:15][C:13]3[NH:14][C:10]([C@@H:6]4[CH2:7][CH2:8][CH2:9][N:5]4[C:4](=[O:28])[C@@H:3]([NH:29][C:30](=[O:33])[O:31][CH3:32])[CH:2]([CH3:34])[CH3:1])=[N:11][C:12]=3[CH:18]=2)=[N:37][CH:38]=1, predict the reactants needed to synthesize it. The reactants are: [CH3:1][CH:2]([CH3:34])[C@H:3]([NH:29][C:30](=[O:33])[O:31][CH3:32])[C:4](=[O:28])[N:5]1[CH2:9][CH2:8][CH2:7][C@H:6]1[C:10]1[NH:14][C:13]2[CH:15]=[CH:16][C:17](B3OC(C)(C)C(C)(C)O3)=[CH:18][C:12]=2[N:11]=1.Br[C:36]1[CH:41]=[CH:40][C:39]([Cl:42])=[CH:38][N:37]=1.C(=O)([O-])[O-].[Cs+].[Cs+].O1CCOCC1. (2) Given the product [Cl:22][C:13]1[CH:14]=[CH:15][CH:16]=[C:17]([C:18]([F:19])([F:20])[F:21])[C:12]=1[C:11]([N:8]1[C:9]2[C:5](=[CH:4][CH:3]=[C:2]([B:35]3[O:39][C:38]([CH3:41])([CH3:40])[C:37]([CH3:43])([CH3:42])[O:36]3)[CH:10]=2)[C:6]([C:24]2[CH:33]=[CH:32][C:27]([C:28]([O:30][CH3:31])=[O:29])=[CH:26][C:25]=2[F:34])=[N:7]1)=[O:23], predict the reactants needed to synthesize it. The reactants are: Br[C:2]1[CH:10]=[C:9]2[C:5]([C:6]([C:24]3[CH:33]=[CH:32][C:27]([C:28]([O:30][CH3:31])=[O:29])=[CH:26][C:25]=3[F:34])=[N:7][N:8]2[C:11](=[O:23])[C:12]2[C:17]([C:18]([F:21])([F:20])[F:19])=[CH:16][CH:15]=[CH:14][C:13]=2[Cl:22])=[CH:4][CH:3]=1.[B:35]1([B:35]2[O:39][C:38]([CH3:41])([CH3:40])[C:37]([CH3:43])([CH3:42])[O:36]2)[O:39][C:38]([CH3:41])([CH3:40])[C:37]([CH3:43])([CH3:42])[O:36]1.CC([O-])=O.[K+]. (3) Given the product [CH2:1]([O:4][C:5](=[O:17])[C@H:6]([CH2:15][OH:16])[NH:7][C:8](=[O:10])[CH2:28][CH2:29][CH2:30][CH2:31][CH2:32][NH:33][C:34]1[CH:39]=[CH:38][C:37]([N+:40]([O-:42])=[O:41])=[CH:36][C:35]=1[N+:43]([O-:45])=[O:44])[CH:2]=[CH2:3], predict the reactants needed to synthesize it. The reactants are: [CH2:1]([O:4][C:5](=[O:17])[C@H:6]([CH2:15][OH:16])[NH:7][C:8]([O:10]C(C)(C)C)=O)[CH:2]=[CH2:3].C1C(=O)N(OC([CH2:28][CH2:29][CH2:30][CH2:31][CH2:32][NH:33][C:34]2[CH:39]=[CH:38][C:37]([N+:40]([O-:42])=[O:41])=[CH:36][C:35]=2[N+:43]([O-:45])=[O:44])=O)C(=O)C1.C(N(CC)CC)C. (4) Given the product [N:14]1[CH:19]=[CH:18][C:17]([N:20]2[CH2:21][CH2:22][CH:23]([CH2:26][O:27][C:28]3[CH:37]=[C:36]4[C:31]([CH2:32][CH2:33][N:34]([C:2](=[S:3])[NH2:1])[CH2:35]4)=[CH:30][CH:29]=3)[CH2:24][CH2:25]2)=[CH:16][CH:15]=1, predict the reactants needed to synthesize it. The reactants are: [N-:1]=[C:2]=[S:3].[NH4+].C(Cl)(=O)C1C=CC=CC=1.[N:14]1[CH:19]=[CH:18][C:17]([N:20]2[CH2:25][CH2:24][CH:23]([CH2:26][O:27][C:28]3[CH:37]=[C:36]4[C:31]([CH2:32][CH2:33][NH:34][CH2:35]4)=[CH:30][CH:29]=3)[CH2:22][CH2:21]2)=[CH:16][CH:15]=1. (5) Given the product [CH3:38][O:33][S:30]([CH2:27][C@H:24]1[O:23][C:21]2=[C:22]3[C:17](=[CH:18][CH:19]=[C:20]2[O:26][CH2:25]1)[NH:16][N:15]=[C:14]3[S:11]([C:1]1[C:10]2[C:5](=[CH:6][CH:7]=[CH:8][CH:9]=2)[CH:4]=[CH:3][CH:2]=1)(=[O:12])=[O:13])(=[O:32])=[O:31], predict the reactants needed to synthesize it. The reactants are: [C:1]1([S:11]([C:14]2[C:22]3[C:17](=[CH:18][CH:19]=[C:20]4[O:26][CH2:25][C@H:24]([CH2:27]O)[O:23][C:21]4=3)[NH:16][N:15]=2)(=[O:13])=[O:12])[C:10]2[C:5](=[CH:6][CH:7]=[CH:8][CH:9]=2)[CH:4]=[CH:3][CH:2]=1.C[S:30]([O:33]S(C)(=O)=O)(=[O:32])=[O:31].[CH2:38](N(CC)CC)C. (6) The reactants are: [C:1]1([C:7]2([C:12]([OH:14])=O)[CH2:11][CH2:10][CH2:9][CH2:8]2)[CH:6]=[CH:5][CH:4]=[CH:3][CH:2]=1.[F:15][C:16]([F:34])([F:33])[C:17]1[CH:18]=[C:19]([CH:30]=[CH:31][CH:32]=1)[CH2:20][N:21]1[CH2:25][C@H:24]2[C@@H:26]([NH2:29])[CH2:27][CH2:28][C@H:23]2[CH2:22]1.[CH2:35](N1C[C@H]2C(N)CC[C@H]2C1)[C:36]1C=CC=CC=1. Given the product [CH:11]1([CH:7]([CH:1]2[CH2:2][CH2:3][CH2:4][CH2:5][CH2:6]2)[C:12]([NH:29][C@@H:26]2[C@H:24]3[C@H:23]([CH2:22][N:21]([CH2:20][C:19]4[CH:30]=[CH:31][CH:32]=[C:17]([C:16]([F:33])([F:15])[F:34])[CH:18]=4)[CH2:25]3)[CH2:28][CH2:27]2)=[O:14])[CH2:10][CH2:9][CH2:8][CH2:36][CH2:35]1, predict the reactants needed to synthesize it. (7) Given the product [CH2:37]([O:39][C:40]([C:42]1([NH:51][C:6](=[O:8])[C:5]2[CH:9]=[CH:10][CH:11]=[CH:12][C:4]=2[S:2]([CH3:1])=[O:3])[CH2:50][C:49]2[C:44](=[CH:45][CH:46]=[CH:47][CH:48]=2)[CH2:43]1)=[O:41])[CH3:38], predict the reactants needed to synthesize it. The reactants are: [CH3:1][S:2]([C:4]1[CH:12]=[CH:11][CH:10]=[CH:9][C:5]=1[C:6]([OH:8])=O)=[O:3].CN(C(ON1N=NC2C=CC=CC1=2)=[N+](C)C)C.F[P-](F)(F)(F)(F)F.[CH2:37]([O:39][C:40]([C:42]1([NH2:51])[CH2:50][C:49]2[C:44](=[CH:45][CH:46]=[CH:47][CH:48]=2)[CH2:43]1)=[O:41])[CH3:38].CCN(C(C)C)C(C)C. (8) The reactants are: Cl.[C:2]([NH:6][OH:7])([CH3:5])([CH3:4])[CH3:3].[CH:8]1([S:13][C:14]2[CH:21]=[CH:20][C:19]([N+:22]([O-:24])=[O:23])=[CH:18][C:15]=2[CH:16]=O)[CH2:12][CH2:11][CH2:10][CH2:9]1. Given the product [C:2]([N+:6]([O-:7])=[CH:16][C:15]1[CH:18]=[C:19]([N+:22]([O-:24])=[O:23])[CH:20]=[CH:21][C:14]=1[S:13][CH:8]1[CH2:9][CH2:10][CH2:11][CH2:12]1)([CH3:5])([CH3:4])[CH3:3], predict the reactants needed to synthesize it.